This data is from Full USPTO retrosynthesis dataset with 1.9M reactions from patents (1976-2016). The task is: Predict the reactants needed to synthesize the given product. (1) The reactants are: [CH2:1]([N:8]([CH2:17][C:18]1[CH:23]=[CH:22][CH:21]=[CH:20][CH:19]=1)[CH2:9][C@@H:10]([F:16])[C:11]([O:13]CC)=[O:12])[C:2]1[CH:7]=[CH:6][CH:5]=[CH:4][CH:3]=1.[Li+].[OH-]. Given the product [CH2:17]([N:8]([CH2:1][C:2]1[CH:7]=[CH:6][CH:5]=[CH:4][CH:3]=1)[CH2:9][C@@H:10]([F:16])[C:11]([OH:13])=[O:12])[C:18]1[CH:19]=[CH:20][CH:21]=[CH:22][CH:23]=1, predict the reactants needed to synthesize it. (2) Given the product [Br:1][CH2:2][CH2:3][N:4]1[C:8]([CH:9]([OH:11])[CH3:10])=[CH:7][C:6]([N:12]2[C:16]([CH3:17])=[CH:15][CH:14]=[C:13]2[CH3:18])=[N:5]1, predict the reactants needed to synthesize it. The reactants are: [Br:1][CH2:2][CH2:3][N:4]1[C:8]([C:9](=[O:11])[CH3:10])=[CH:7][C:6]([N:12]2[C:16]([CH3:17])=[CH:15][CH:14]=[C:13]2[CH3:18])=[N:5]1.[BH4-].[Na+]. (3) The reactants are: [CH2:1]([O:4][C:5](=[O:37])[C@@H:6]([NH:25][C:26](=[O:36])[C:27]1[C:32]([F:33])=[CH:31][C:30](Br)=[CH:29][C:28]=1[F:35])[CH2:7][C:8]1[CH:13]=[CH:12][C:11]([C:14]2[C:15](=[O:24])[N:16]([CH3:23])[C:17](=[O:22])[N:18]([CH3:21])[C:19]=2[CH3:20])=[CH:10][CH:9]=1)[CH2:2][CH3:3].O.[CH3:39][N:40](C=O)C. Given the product [CH2:1]([O:4][C:5](=[O:37])[C@@H:6]([NH:25][C:26](=[O:36])[C:27]1[C:32]([F:33])=[CH:31][C:30]([C:39]#[N:40])=[CH:29][C:28]=1[F:35])[CH2:7][C:8]1[CH:13]=[CH:12][C:11]([C:14]2[C:15](=[O:24])[N:16]([CH3:23])[C:17](=[O:22])[N:18]([CH3:21])[C:19]=2[CH3:20])=[CH:10][CH:9]=1)[CH2:2][CH3:3], predict the reactants needed to synthesize it.